This data is from Forward reaction prediction with 1.9M reactions from USPTO patents (1976-2016). The task is: Predict the product of the given reaction. (1) The product is: [Cl:1][C:2]1[N:7]=[C:6]([NH:8][CH:9]([CH2:12][CH3:13])[CH2:10][CH3:11])[C:5]([NH2:14])=[CH:4][CH:3]=1. Given the reactants [Cl:1][C:2]1[N:7]=[C:6]([NH:8][CH:9]([CH2:12][CH3:13])[CH2:10][CH3:11])[C:5]([N+:14]([O-])=O)=[CH:4][CH:3]=1, predict the reaction product. (2) Given the reactants [N:1]([C@H:4]1[CH2:28][C@@:27]2([CH3:29])[CH:7]([CH2:8][CH2:9][C@@H:10]3[C@@H:26]2[CH2:25][CH2:24][C@@:23]2([CH3:30])[C@H:11]3[CH2:12][CH2:13][C@@H:14]2[C@H:15]([CH3:22])[CH2:16][CH2:17][CH2:18][CH:19]([CH3:21])[CH3:20])[CH2:6][CH:5]1[OH:31])=[N+]=[N-].[H-].[Al+3].[Li+].[H-].[H-].[H-].CCOCC, predict the reaction product. The product is: [NH2:1][C@H:4]1[CH2:28][C@@:27]2([CH3:29])[CH:7]([CH2:8][CH2:9][C@@H:10]3[C@@H:26]2[CH2:25][CH2:24][C@@:23]2([CH3:30])[C@H:11]3[CH2:12][CH2:13][C@@H:14]2[C@H:15]([CH3:22])[CH2:16][CH2:17][CH2:18][CH:19]([CH3:21])[CH3:20])[CH2:6][CH:5]1[OH:31]. (3) Given the reactants [CH:1]1([C:6]([C:12]2[CH:13]=[N:14][CH:15]=[CH:16][CH:17]=2)([CH3:11])[C:7]([O:9][CH3:10])=[O:8])[CH2:5][CH2:4][CH2:3][CH2:2]1.OC1[CH2:24][CH2:23][N:22]([CH3:25])[CH2:21][CH2:20]1, predict the reaction product. The product is: [CH:1]1([C:6]([C:12]2[CH:13]=[N:14][CH:15]=[CH:16][CH:17]=2)([CH3:11])[C:7]([O:9][CH:10]2[CH2:24][CH2:23][N:22]([CH3:25])[CH2:21][CH2:20]2)=[O:8])[CH2:5][CH2:4][CH2:3][CH2:2]1. (4) Given the reactants C(N(CC)CC)C.[C:8](OC(=O)C)(=[O:10])[CH3:9].ClCCl.[CH3:18][O:19][C:20]1[C:21]([O:40][CH3:41])=[CH:22][C:23]2[S:27][C:26](/[CH:28]=[CH:29]/[CH:30]=[CH:31]/[C:32]3[CH:33]=[CH:34][C:35]([NH2:38])=[N:36][CH:37]=3)=[N:25][C:24]=2[CH:39]=1, predict the reaction product. The product is: [CH3:18][O:19][C:20]1[C:21]([O:40][CH3:41])=[CH:22][C:23]2[S:27][C:26](/[CH:28]=[CH:29]/[CH:30]=[CH:31]/[C:32]3[CH:33]=[CH:34][C:35]([NH:38][C:8](=[O:10])[CH3:9])=[N:36][CH:37]=3)=[N:25][C:24]=2[CH:39]=1. (5) Given the reactants [Cl:1][C:2]1[CH:7]=[CH:6][C:5]([C@H:8]([NH:11][S@@](C(C)(C)C)=O)[CH2:9][CH3:10])=[C:4]([F:18])[C:3]=1[O:19][C:20]1[CH:21]=[N:22][C:23]([C:26]#[N:27])=[CH:24][CH:25]=1.C(OCC)(=[O:30])C, predict the reaction product. The product is: [NH2:11][C@@H:8]([C:5]1[C:4]([F:18])=[C:3]([C:2]([Cl:1])=[CH:7][CH:6]=1)[O:19][C:20]1[CH:25]=[CH:24][C:23]([C:26]([NH2:27])=[O:30])=[N:22][CH:21]=1)[CH2:9][CH3:10]. (6) The product is: [CH2:9]([O:8][C:6]([C:4]1[CH:5]=[N:1][N:2]([CH:12]([CH3:20])[C:13]([OH:15])=[O:14])[CH:3]=1)=[O:7])[CH3:10]. Given the reactants [NH:1]1[CH:5]=[C:4]([C:6]([O:8][CH2:9][CH3:10])=[O:7])[CH:3]=[N:2]1.Br[CH:12]([CH3:20])[C:13]([O:15]C(C)(C)C)=[O:14], predict the reaction product. (7) Given the reactants [NH2:1][C:2]1[CH:6]=[C:5]([C:7]2([CH2:10][OH:11])[CH2:9][CH2:8]2)[O:4][N:3]=1.[Br:12][C:13]1[CH:18]=[CH:17][C:16]([CH2:19][C:20](Cl)=[O:21])=[CH:15][CH:14]=1, predict the reaction product. The product is: [Br:12][C:13]1[CH:18]=[CH:17][C:16]([CH2:19][C:20]([NH:1][C:2]2[CH:6]=[C:5]([C:7]3([CH2:10][OH:11])[CH2:8][CH2:9]3)[O:4][N:3]=2)=[O:21])=[CH:15][CH:14]=1.